From a dataset of Reaction yield outcomes from USPTO patents with 853,638 reactions. Predict the reaction yield, written as a fraction of the theoretical maximum amount of product (1.0 means a 100% yield; for example, 0.34 means a 34% yield). (1) The reactants are [O:1]=[C:2]1[CH:7]=[C:6]([CH:8]2[CH2:13][CH2:12][N:11](C(OC(C)(C)C)=O)[CH2:10][CH2:9]2)[N:5]2[N:21]=[C:22]3[N:27]=[CH:26][C:25]([C:28]4[CH:33]=[CH:32][CH:31]=[CH:30][CH:29]=4)=[CH:24][C:23]3=[C:4]2[NH:3]1.[ClH:34]. The catalyst is CO.O1CCOCC1. The product is [ClH:34].[C:28]1([C:25]2[CH:26]=[N:27][C:22]3=[N:21][N:5]4[C:6]([CH:8]5[CH2:13][CH2:12][NH:11][CH2:10][CH2:9]5)=[CH:7][C:2](=[O:1])[NH:3][C:4]4=[C:23]3[CH:24]=2)[CH:33]=[CH:32][CH:31]=[CH:30][CH:29]=1. The yield is 0.930. (2) The reactants are C[O:2][C:3](=O)[C:4]1[CH:9]=[C:8]([OH:10])[CH:7]=[N:6][CH:5]=1.[CH3:12][C:13]([CH3:16])([O-:15])[CH3:14].[K+].C(O)(C)(C)C.Cl. The catalyst is C1COCC1. The product is [C:13]([O:15][C:3](=[O:2])[C:4]1[CH:9]=[C:8]([OH:10])[CH:7]=[N:6][CH:5]=1)([CH3:16])([CH3:14])[CH3:12]. The yield is 0.340. (3) The reactants are I[C:2]1[N:10]=[CH:9][C:8]2[NH:7][C:6]3[N:11]=[CH:12][C:13]([C:15]4[CH:20]=[CH:19][C:18]([CH2:21][N:22]5[CH2:27][CH2:26][CH2:25][CH2:24][CH2:23]5)=[CH:17][CH:16]=4)=[CH:14][C:5]=3[C:4]=2[CH:3]=1.[CH3:28][N:29]1[C:33]([Sn](C)(C)C)=[CH:32][N:31]=[N:30]1.C(N(CC)C(C)C)(C)C. The catalyst is O1CCOCC1.C(Cl)Cl.CO.Cl[Pd](Cl)([P](C1C=CC=CC=1)(C1C=CC=CC=1)C1C=CC=CC=1)[P](C1C=CC=CC=1)(C1C=CC=CC=1)C1C=CC=CC=1. The product is [CH3:28][N:29]1[C:33]([C:2]2[N:10]=[CH:9][C:8]3[NH:7][C:6]4[N:11]=[CH:12][C:13]([C:15]5[CH:16]=[CH:17][C:18]([CH2:21][N:22]6[CH2:27][CH2:26][CH2:25][CH2:24][CH2:23]6)=[CH:19][CH:20]=5)=[CH:14][C:5]=4[C:4]=3[CH:3]=2)=[CH:32][N:31]=[N:30]1. The yield is 0.200. (4) The reactants are [CH:1]1[N:5]=[CH:4][NH:3][C:2]=1/[CH:6]=[CH:7]/[C:8]([OH:10])=[O:9]. The catalyst is O.[Pd]. The product is [NH:5]1[CH:1]=[C:2]([CH2:6][CH2:7][C:8]([OH:10])=[O:9])[N:3]=[CH:4]1. The yield is 0.960. (5) The product is [Cl:27][C:22]1[CH:21]=[C:20]([S:17]([N:8]2[C:9]3[C:14](=[CH:13][C:12]([O:15][CH3:16])=[CH:11][CH:10]=3)[C:6]([S:5][CH2:4][C:3]([OH:28])=[O:2])=[CH:7]2)(=[O:19])=[O:18])[CH:25]=[CH:24][C:23]=1[Cl:26]. The reactants are C[O:2][C:3](=[O:28])[CH2:4][S:5][C:6]1[C:14]2[C:9](=[CH:10][CH:11]=[C:12]([O:15][CH3:16])[CH:13]=2)[N:8]([S:17]([C:20]2[CH:25]=[CH:24][C:23]([Cl:26])=[C:22]([Cl:27])[CH:21]=2)(=[O:19])=[O:18])[CH:7]=1.[OH-].[K+].Cl. The yield is 0.0500. The catalyst is C1COCC1.